From a dataset of Full USPTO retrosynthesis dataset with 1.9M reactions from patents (1976-2016). Predict the reactants needed to synthesize the given product. (1) Given the product [ClH:19].[ClH:19].[NH:4]1[C:5]([N:6]([CH2:8][CH2:9][CH2:10][NH2:11])[NH2:7])=[N:1][N:2]=[N:3]1, predict the reactants needed to synthesize it. The reactants are: [NH:1]1[C:5]([N:6]([CH2:8][CH2:9][CH2:10][NH:11]C(=O)OC(C)(C)C)[NH2:7])=[N:4][N:3]=[N:2]1.[ClH:19]. (2) The reactants are: Cl[C:2]1[N:3]=[C:4]([NH:11][C:12]2[CH:17]=[CH:16][C:15]([O:18][CH3:19])=[C:14]([O:20][CH3:21])[CH:13]=2)[C:5]2[N:10]=[CH:9][S:8][C:6]=2[N:7]=1.CC1(C)C(C)(C)OB([C:30]2[CH:31]=[C:32]([CH:45]=[CH:46][CH:47]=2)/[CH:33]=[CH:34]/[C:35]2[CH:44]=[CH:43][C:38]([C:39]([O:41][CH3:42])=[O:40])=[CH:37][CH:36]=2)O1.C([O-])([O-])=O.[Na+].[Na+].O. Given the product [CH3:21][O:20][C:14]1[CH:13]=[C:12]([NH:11][C:4]2[C:5]3[N:10]=[CH:9][S:8][C:6]=3[N:7]=[C:2]([C:30]3[CH:31]=[C:32]([CH:45]=[CH:46][CH:47]=3)/[CH:33]=[CH:34]/[C:35]3[CH:36]=[CH:37][C:38]([C:39]([O:41][CH3:42])=[O:40])=[CH:43][CH:44]=3)[N:3]=2)[CH:17]=[CH:16][C:15]=1[O:18][CH3:19], predict the reactants needed to synthesize it. (3) Given the product [Br:32][C:33]1[CH:34]=[C:35]([C@H:39]([N:14]2[C:13]3[CH:18]=[C:19]([F:20])[C:10]([S:7]([N:6]([CH2:5][C:4]4[CH:26]=[CH:27][C:28]([O:30][CH3:31])=[CH:29][C:3]=4[O:2][CH3:1])[C:21]4[S:25][N:24]=[CH:23][N:22]=4)(=[O:8])=[O:9])=[CH:11][C:12]=3[O:16][C:15]2=[O:17])[CH3:40])[CH:36]=[CH:37][CH:38]=1, predict the reactants needed to synthesize it. The reactants are: [CH3:1][O:2][C:3]1[CH:29]=[C:28]([O:30][CH3:31])[CH:27]=[CH:26][C:4]=1[CH2:5][N:6]([C:21]1[S:25][N:24]=[CH:23][N:22]=1)[S:7]([C:10]1[C:19]([F:20])=[CH:18][C:13]2[NH:14][C:15](=[O:17])[O:16][C:12]=2[CH:11]=1)(=[O:9])=[O:8].[Br:32][C:33]1[CH:34]=[C:35]([C@@H:39](O)[CH3:40])[CH:36]=[CH:37][CH:38]=1.C1(P(C2C=CC=CC=2)C2C=CC=CC=2)C=CC=CC=1.CCOC(/N=N/C(OCC)=O)=O. (4) Given the product [Cl:3][C:7]1[C:8]2[CH:21]=[C:20]([CH3:22])[S:19][C:9]=2[N:10]=[C:11]([C:13]2[CH:14]=[N:15][CH:16]=[CH:17][CH:18]=2)[N:12]=1, predict the reactants needed to synthesize it. The reactants are: O=P(Cl)(Cl)[Cl:3].O=[C:7]1[NH:12][C:11]([C:13]2[CH:14]=[N:15][CH:16]=[CH:17][CH:18]=2)=[N:10][C:9]2[S:19][C:20]([CH3:22])=[CH:21][C:8]1=2.CN(C)C1C=CC=CC=1. (5) Given the product [C:19]([O:23][C:24]([N:26]1[CH2:31][CH2:30][CH:29]([C:32]([C:2]2[CH:7]=[C:6]([O:8][C:9]([F:12])([F:11])[F:10])[CH:5]=[CH:4][C:3]=2[Cl:13])=[O:37])[CH2:28][CH2:27]1)=[O:25])([CH3:22])([CH3:21])[CH3:20], predict the reactants needed to synthesize it. The reactants are: Br[C:2]1[CH:7]=[C:6]([O:8][C:9]([F:12])([F:11])[F:10])[CH:5]=[CH:4][C:3]=1[Cl:13].C([Li])(C)(C)C.[C:19]([O:23][C:24]([N:26]1[CH2:31][CH2:30][CH:29]([C:32](=[O:37])N(OC)C)[CH2:28][CH2:27]1)=[O:25])([CH3:22])([CH3:21])[CH3:20]. (6) Given the product [CH:45]1([CH2:48][N:49]([CH2:50][C:51]2[CH:52]=[CH:53][C:54]([C:55]([O:57][CH3:58])=[O:56])=[CH:59][CH:60]=2)[C:28](=[O:30])[C:27]2[CH:31]=[CH:32][C:33]([O:35][C:36]3[CH:41]=[CH:40][CH:39]=[CH:38][C:37]=3[O:42][CH3:43])=[CH:34][C:26]=2[F:25])[CH2:46][CH2:47]1, predict the reactants needed to synthesize it. The reactants are: CN(C(ON1N=NC2C=CC=NC1=2)=[N+](C)C)C.F[P-](F)(F)(F)(F)F.[F:25][C:26]1[CH:34]=[C:33]([O:35][C:36]2[CH:41]=[CH:40][CH:39]=[CH:38][C:37]=2[O:42][CH3:43])[CH:32]=[CH:31][C:27]=1[C:28]([OH:30])=O.Cl.[CH:45]1([CH2:48][NH:49][CH2:50][C:51]2[CH:60]=[CH:59][C:54]([C:55]([O:57][CH3:58])=[O:56])=[CH:53][CH:52]=2)[CH2:47][CH2:46]1.CCN(C(C)C)C(C)C. (7) Given the product [CH3:23][C:17]1[CH:18]=[C:19]([CH3:22])[CH:20]=[CH:21][C:16]=1[N:13]1[CH2:14][CH2:15][N:10]([C:8]([C:5]2[N:6]=[CH:7][C:2]([N:31]3[C@H:30]([C:24]4[CH:29]=[CH:28][CH:27]=[CH:26][CH:25]=4)[CH2:34][O:33][C:32]3=[O:35])=[CH:3][CH:4]=2)=[O:9])[CH2:11][CH2:12]1, predict the reactants needed to synthesize it. The reactants are: Br[C:2]1[CH:3]=[CH:4][C:5]([C:8]([N:10]2[CH2:15][CH2:14][N:13]([C:16]3[CH:21]=[CH:20][C:19]([CH3:22])=[CH:18][C:17]=3[CH3:23])[CH2:12][CH2:11]2)=[O:9])=[N:6][CH:7]=1.[C:24]1([C@@H:30]2[CH2:34][O:33][C:32](=[O:35])[NH:31]2)[CH:29]=[CH:28][CH:27]=[CH:26][CH:25]=1. (8) Given the product [N:48]1[CH:49]=[CH:50][CH:51]=[CH:52][C:47]=1[CH2:46][NH:45][C:42]([C:40]1[CH:39]=[N:38][N:37]([C:16]2[N:15]=[C:14]3[C:19]([N:20]=[CH:21][N:13]3[C@@H:3]3[CH2:4][C@H:5]([NH:8][C:9](=[O:12])[CH2:10][CH3:11])[C@@H:6]([OH:7])[C@H:2]3[OH:1])=[C:18]([NH:22][CH2:23][CH:24]([C:25]3[CH:26]=[CH:27][CH:28]=[CH:29][CH:30]=3)[C:31]3[CH:36]=[CH:35][CH:34]=[CH:33][CH:32]=3)[N:17]=2)[CH:41]=1)=[O:44], predict the reactants needed to synthesize it. The reactants are: [OH:1][C@@H:2]1[C@H:6]([OH:7])[C@@H:5]([NH:8][C:9](=[O:12])[CH2:10][CH3:11])[CH2:4][C@H:3]1[N:13]1[CH:21]=[N:20][C:19]2[C:14]1=[N:15][C:16]([N:37]1[CH:41]=[C:40]([C:42]([OH:44])=O)[CH:39]=[N:38]1)=[N:17][C:18]=2[NH:22][CH2:23][CH:24]([C:31]1[CH:36]=[CH:35][CH:34]=[CH:33][CH:32]=1)[C:25]1[CH:30]=[CH:29][CH:28]=[CH:27][CH:26]=1.[NH2:45][CH2:46][C:47]1[CH:52]=[CH:51][CH:50]=[CH:49][N:48]=1.C1C=CC2N(O)N=NC=2C=1.CN1CCOCC1. (9) Given the product [OH:2][C:3]1[CH:4]=[C:5]([CH2:10][CH2:12][C:14]2[CH:19]=[CH:18][C:17]([OH:20])=[C:16]([OH:22])[CH:15]=2)[CH:6]=[CH:7][C:8]=1[OH:9], predict the reactants needed to synthesize it. The reactants are: C1[O:9][C:8]2[CH:7]=[CH:6][C:5]([C:10]([CH:12]([C:14]3[CH:19]=[CH:18][C:17]4[O:20]C[O:22][C:16]=4[CH:15]=3)O)=O)=[CH:4][C:3]=2[O:2]1. (10) Given the product [CH2:3]([C:6]1[CH:29]=[CH:28][C:9]([NH:10][C:11]2[CH:19]=[C:18]([CH2:20][CH2:21][C:22]3[CH:23]=[CH:24][CH:25]=[CH:26][CH:27]=3)[CH:17]=[CH:16][C:12]=2[C:13]([OH:15])=[O:14])=[CH:8][CH:7]=1)[CH3:4], predict the reactants needed to synthesize it. The reactants are: CO.[C:3]([C:6]1[CH:29]=[CH:28][C:9]([NH:10][C:11]2[CH:19]=[C:18]([CH2:20][CH2:21][C:22]3[CH:27]=[CH:26][CH:25]=[CH:24][CH:23]=3)[CH:17]=[CH:16][C:12]=2[C:13]([OH:15])=[O:14])=[CH:8][CH:7]=1)(=O)[CH3:4].